From a dataset of Full USPTO retrosynthesis dataset with 1.9M reactions from patents (1976-2016). Predict the reactants needed to synthesize the given product. (1) Given the product [N+:1]([C:4]1[CH:5]=[CH:6][C:7]([C:10]2([C:15]([NH2:16])=[O:17])[CH2:14][CH2:13][CH2:12][CH2:11]2)=[CH:8][CH:9]=1)([O-:3])=[O:2], predict the reactants needed to synthesize it. The reactants are: [N+:1]([C:4]1[CH:9]=[CH:8][C:7]([C:10]2([C:15]#[N:16])[CH2:14][CH2:13][CH2:12][CH2:11]2)=[CH:6][CH:5]=1)([O-:3])=[O:2].[OH-:17].[Na+]. (2) Given the product [CH:1]1([O:6][C:7]2[CH:8]=[C:9]([CH:14]=[C:15]([O:17][CH2:18][C:19]3[CH:20]=[CH:21][CH:22]=[CH:23][CH:24]=3)[CH:16]=2)[C:10]([OH:12])=[O:11])[CH2:2][CH2:3][CH2:4][CH2:5]1, predict the reactants needed to synthesize it. The reactants are: [CH:1]1([O:6][C:7]2[CH:8]=[C:9]([CH:14]=[C:15]([O:17][CH2:18][C:19]3[CH:24]=[CH:23][CH:22]=[CH:21][CH:20]=3)[CH:16]=2)[C:10]([O:12]C)=[O:11])[CH2:5][CH2:4][CH2:3][CH2:2]1.O.[OH-].[Li+].CO. (3) Given the product [Br:1][C:2]1[CH:14]=[C:13]2[C:5]([C:6]3[C:7](=[O:39])[C:8]4[CH:20]=[C:19]([O:21][CH2:22][C@@H:23]([OH:24])[C@H:27]([OH:26])[CH2:28][OH:29])[CH:18]=[CH:17][C:9]=4[C:10]([CH3:15])([CH3:16])[C:11]=3[NH:12]2)=[CH:4][CH:3]=1, predict the reactants needed to synthesize it. The reactants are: [Br:1][C:2]1[CH:14]=[C:13]2[C:5]([C:6]3[C:7](=[O:39])[C:8]4[CH:20]=[C:19]([O:21][CH2:22][C@@H:23]5[C@H:27]([C:28](C)(C)[O:29][SiH2]C(C)(C)C)[O:26]C(C)(C)[O:24]5)[CH:18]=[CH:17][C:9]=4[C:10]([CH3:16])([CH3:15])[C:11]=3[NH:12]2)=[CH:4][CH:3]=1.S(=O)(=O)(O)O.C(=O)([O-])O.[Na+]. (4) Given the product [CH2:1]([C:3]1[S:28][C:6]2[N:7]([CH2:13][C:14]3[CH:19]=[CH:18][C:17]([C:20]4[C:21]([C:26]#[N:27])=[CH:22][CH:23]=[CH:24][CH:25]=4)=[CH:16][CH:15]=3)[C:8](=[O:12])[N:9]([CH2:30][C:31]([C:33]3[CH:38]=[CH:37][C:36]([F:39])=[CH:35][CH:34]=3)=[O:32])[C:10](=[O:11])[C:5]=2[CH:4]=1)[CH3:2], predict the reactants needed to synthesize it. The reactants are: [CH2:1]([C:3]1[S:28][C:6]2[N:7]([CH2:13][C:14]3[CH:19]=[CH:18][C:17]([C:20]4[C:21]([C:26]#[N:27])=[CH:22][CH:23]=[CH:24][CH:25]=4)=[CH:16][CH:15]=3)[C:8](=[O:12])[NH:9][C:10](=[O:11])[C:5]=2[CH:4]=1)[CH3:2].Br[CH2:30][C:31]([C:33]1[CH:38]=[CH:37][C:36]([F:39])=[CH:35][CH:34]=1)=[O:32].[H-].[Na+]. (5) The reactants are: Br[C:2]1[CH:3]=[C:4]2[C:8](=[CH:9][CH:10]=1)[N:7]([CH2:11][C:12]1[CH:17]=[CH:16][C:15]([F:18])=[CH:14][CH:13]=1)[CH:6]=[CH:5]2.[C:19]1(B(O)O)[CH:24]=[CH:23][CH:22]=[CH:21][CH:20]=1. Given the product [F:18][C:15]1[CH:16]=[CH:17][C:12]([CH2:11][N:7]2[C:8]3[C:4](=[CH:3][C:2]([C:19]4[CH:24]=[CH:23][CH:22]=[CH:21][CH:20]=4)=[CH:10][CH:9]=3)[CH:5]=[CH:6]2)=[CH:13][CH:14]=1, predict the reactants needed to synthesize it.